Dataset: Peptide-MHC class I binding affinity with 185,985 pairs from IEDB/IMGT. Task: Regression. Given a peptide amino acid sequence and an MHC pseudo amino acid sequence, predict their binding affinity value. This is MHC class I binding data. (1) The peptide sequence is LHIPEVCL. The MHC is H-2-Kb with pseudo-sequence H-2-Kb. The binding affinity (normalized) is 0.310. (2) The peptide sequence is ACQGVGGPGHK. The MHC is HLA-B54:01 with pseudo-sequence HLA-B54:01. The binding affinity (normalized) is 0.0161. (3) The peptide sequence is NLTEEMAAL. The MHC is HLA-A03:01 with pseudo-sequence HLA-A03:01. The binding affinity (normalized) is 0.0847. (4) The peptide sequence is RAMACSALI. The MHC is HLA-A02:01 with pseudo-sequence HLA-A02:01. The binding affinity (normalized) is 0.695. (5) The peptide sequence is GEAVMRMG. The MHC is HLA-B40:02 with pseudo-sequence HLA-B40:02. The binding affinity (normalized) is 0.293.